From a dataset of Reaction yield outcomes from USPTO patents with 853,638 reactions. Predict the reaction yield, written as a fraction of the theoretical maximum amount of product (1.0 means a 100% yield; for example, 0.34 means a 34% yield). The reactants are Cl[CH2:2][CH2:3][C:4]([C:9]1[CH:14]=[CH:13][C:12]([F:15])=[CH:11][CH:10]=1)([OH:8])[CH2:5][CH:6]=[CH2:7].[CH3:16][N:17]1[CH2:22][CH2:21][N:20]([CH2:23][C:24]2[CH:29]=[CH:28][CH:27]=[CH:26][C:25]=2[CH2:30][NH2:31])[CH2:19][CH2:18]1.CCN(C(C)C)C(C)C.[CH3:41][C:42]([O:45][C:46](O[C:46]([O:45][C:42]([CH3:44])([CH3:43])[CH3:41])=[O:47])=[O:47])([CH3:44])[CH3:43]. The catalyst is CCOC(C)=O.[Cl-].[Na+].O.CN(C=O)C. The product is [F:15][C:12]1[CH:13]=[CH:14][C:9]([C:4]([OH:8])([CH2:5][CH:6]=[CH2:7])[CH2:3][CH2:2][N:31]([CH2:30][C:25]2[CH:26]=[CH:27][CH:28]=[CH:29][C:24]=2[CH2:23][N:20]2[CH2:21][CH2:22][N:17]([CH3:16])[CH2:18][CH2:19]2)[C:46](=[O:47])[O:45][C:42]([CH3:44])([CH3:43])[CH3:41])=[CH:10][CH:11]=1. The yield is 0.720.